Dataset: Peptide-MHC class I binding affinity with 185,985 pairs from IEDB/IMGT. Task: Regression. Given a peptide amino acid sequence and an MHC pseudo amino acid sequence, predict their binding affinity value. This is MHC class I binding data. (1) The peptide sequence is NPKLRNCRI. The MHC is HLA-B35:01 with pseudo-sequence HLA-B35:01. The binding affinity (normalized) is 0.213. (2) The peptide sequence is MPILTLTRA. The MHC is HLA-B51:01 with pseudo-sequence HLA-B51:01. The binding affinity (normalized) is 0.241. (3) The peptide sequence is NQTKKLNKM. The MHC is HLA-A02:01 with pseudo-sequence HLA-A02:01. The binding affinity (normalized) is 0.0458. (4) The peptide sequence is WPTVRERM. The MHC is HLA-A24:02 with pseudo-sequence HLA-A24:02. The binding affinity (normalized) is 0.